This data is from Reaction yield outcomes from USPTO patents with 853,638 reactions. The task is: Predict the reaction yield, written as a fraction of the theoretical maximum amount of product (1.0 means a 100% yield; for example, 0.34 means a 34% yield). (1) The yield is 0.970. The catalyst is O1CCOCC1. The product is [CH3:3][CH:2]([CH2:4][CH2:5][CH2:6][C@H:7]([C@@H:9]1[C@:26]2([CH3:27])[C@H:12]([C@H:13]3[C@H:23]([CH2:24][CH2:25]2)[C@:21]2([CH3:22])[C:16]([CH2:17][C@@H:18]([O:28][CH2:29][CH2:30][CH2:31][CH2:32][CH2:33][CH2:34][CH2:35][CH2:36][CH2:37][CH:38]([OH:42])[CH2:39][CH2:40][OH:41])[CH2:19][CH2:20]2)=[CH:15][CH2:14]3)[CH2:11][CH2:10]1)[CH3:8])[CH3:1]. The reactants are [CH3:1][CH:2]([CH2:4][CH2:5][CH2:6][C@H:7]([C@@H:9]1[C@:26]2([CH3:27])[C@H:12]([C@H:13]3[C@H:23]([CH2:24][CH2:25]2)[C@:21]2([CH3:22])[C:16]([CH2:17][C@@H:18]([O:28][CH2:29][CH2:30][CH2:31][CH2:32][CH2:33][CH2:34][CH2:35][CH2:36][CH2:37][CH:38]([OH:42])[CH2:39][CH:40]=[O:41])[CH2:19][CH2:20]2)=[CH:15][CH2:14]3)[CH2:11][CH2:10]1)[CH3:8])[CH3:3].CO.[BH4-].[Na+]. (2) The reactants are [CH3:1][O:2][C:3](=[O:14])[CH2:4][CH2:5][C:6]1[CH:11]=[CH:10][C:9]([OH:12])=[CH:8][C:7]=1[CH3:13].C([C:23]1[CH:38]=[C:37]([CH2:39][CH3:40])[CH:36]=[CH:35][C:24]=1[O:25][CH2:26][CH2:27][C@@H:28](OS(C)(=O)=O)[CH3:29])(=O)C1C=CC=CC=1.[C:41]([O-:44])([O-])=O.[Cs+].[Cs+].Cl. The catalyst is CN(C=O)C.O. The product is [CH3:1][O:2][C:3](=[O:14])[CH2:4][CH2:5][C:6]1[CH:11]=[CH:10][C:9]([O:12][C@H:28]([CH3:29])[CH2:27][CH2:26][O:25][C:24]2[CH:35]=[CH:36][C:37]([CH2:39][CH3:40])=[CH:38][C:23]=2[O:44][C:41]2[CH:7]=[CH:6][CH:5]=[CH:4][CH:3]=2)=[CH:8][C:7]=1[CH3:13]. The yield is 0.600.